From a dataset of Reaction yield outcomes from USPTO patents with 853,638 reactions. Predict the reaction yield, written as a fraction of the theoretical maximum amount of product (1.0 means a 100% yield; for example, 0.34 means a 34% yield). (1) The catalyst is O. The reactants are [O:1]=[C:2]1[C:10]2[C:5](=[CH:6][CH:7]=[CH:8][CH:9]=2)[C:4](=[O:11])[N:3]1[CH2:12][CH2:13][C:14]#[N:15].C(OP(=S)(OCC)[SH:20])C. The yield is 0.910. The product is [O:1]=[C:2]1[C:10]2[C:5](=[CH:6][CH:7]=[CH:8][CH:9]=2)[C:4](=[O:11])[N:3]1[CH2:12][CH2:13][C:14]([NH2:15])=[S:20]. (2) The reactants are Cl.[Cl:2][C:3]1[CH:4]=[CH:5][CH:6]=[C:7]2[C:12]=1[C:11]([NH:13][C@H:14]1[CH2:18][CH2:17][NH:16][CH2:15]1)=[N:10][C:9]([C:19]1[NH:23][C:22](=[O:24])[NH:21][N:20]=1)=[CH:8]2.CC1C=CC=C(C)N=1.[C:33](Cl)(=[O:36])[CH:34]=[CH2:35]. The catalyst is C(Cl)Cl. The product is [C:33]([N:16]1[CH2:17][CH2:18][C@H:14]([NH:13][C:11]2[C:12]3[C:7](=[CH:6][CH:5]=[CH:4][C:3]=3[Cl:2])[CH:8]=[C:9]([C:19]3[NH:23][C:22](=[O:24])[NH:21][N:20]=3)[N:10]=2)[CH2:15]1)(=[O:36])[CH:34]=[CH2:35]. The yield is 0.520. (3) The reactants are [Cl:1][C:2]1[CH:19]=[CH:18][C:5]([CH2:6][S:7][C:8]2[O:9][C:10]3[CH:16]=[CH:15][C:14]([NH2:17])=[CH:13][C:11]=3[N:12]=2)=[CH:4][CH:3]=1.[C:20](Cl)(=[O:22])[CH3:21].O. The catalyst is N1C=CC=CC=1. The product is [Cl:1][C:2]1[CH:19]=[CH:18][C:5]([CH2:6][S:7][C:8]2[O:9][C:10]3[CH:16]=[CH:15][C:14]([NH:17][C:20](=[O:22])[CH3:21])=[CH:13][C:11]=3[N:12]=2)=[CH:4][CH:3]=1. The yield is 0.400.